This data is from Full USPTO retrosynthesis dataset with 1.9M reactions from patents (1976-2016). The task is: Predict the reactants needed to synthesize the given product. Given the product [C:10]1([C:8]2[NH:9][CH:4]([OH:3])[O:6][N:7]=2)[CH:15]=[CH:14][CH:13]=[CH:12][CH:11]=1, predict the reactants needed to synthesize it. The reactants are: C([O:3][C:4]([O:6][N:7]=[C:8]([C:10]1[CH:15]=[CH:14][CH:13]=[CH:12][CH:11]=1)[NH2:9])=O)C.[OH-].[Na+].Cl.